Dataset: Catalyst prediction with 721,799 reactions and 888 catalyst types from USPTO. Task: Predict which catalyst facilitates the given reaction. (1) Reactant: F[C:2]1[C:7]([F:8])=[CH:6][C:5]([F:9])=[C:4]([F:10])[N:3]=1.[C:11]([N:18]1[CH2:23][CH2:22][NH:21][CH2:20][CH2:19]1)([O:13][C:14]([CH3:17])([CH3:16])[CH3:15])=[O:12].C(N(CC)C(C)C)(C)C.O. Product: [C:14]([O:13][C:11]([N:18]1[CH2:23][CH2:22][N:21]([C:2]2[C:7]([F:8])=[CH:6][C:5]([F:9])=[C:4]([F:10])[N:3]=2)[CH2:20][CH2:19]1)=[O:12])([CH3:17])([CH3:15])[CH3:16]. The catalyst class is: 37. (2) Reactant: [N:1]([Si](C)(C)C)=[N+:2]=[N-:3].C([Sn](CCCC)=O)CCC.[CH2:18]1[C:26]2[C:21](=[CH:22][CH:23]=[CH:24][CH:25]=2)[CH2:20][CH:19]1[NH:27][C:28]1[N:29]=[CH:30][C:31]2[CH2:36][N:35]([C:37]([O:39][CH2:40][CH2:41][CH2:42][C:43]#[N:44])=[O:38])[CH2:34][C:32]=2[N:33]=1. Product: [CH2:18]1[C:26]2[C:21](=[CH:22][CH:23]=[CH:24][CH:25]=2)[CH2:20][CH:19]1[NH:27][C:28]1[N:29]=[CH:30][C:31]2[CH2:36][N:35]([C:37]([O:39][CH2:40][CH2:41][CH2:42][C:43]3[NH:44][N:3]=[N:2][N:1]=3)=[O:38])[CH2:34][C:32]=2[N:33]=1. The catalyst class is: 11. (3) Reactant: [Cl:1][C:2]1[CH:7]=[CH:6][C:5]([C:8]2[CH:9]=[N:10][CH:11]=[C:12]3[C:17]=2[N:16]=[C:15]([C:18]([OH:20])=O)[CH:14]=[CH:13]3)=[CH:4][CH:3]=1.C(N(CC)C(C)C)(C)C.F[P-](F)(F)(F)(F)F.N1(OC(N(C)C)=[N+](C)C)C2N=CC=CC=2N=N1.[NH:54]1[CH2:59][CH2:58][O:57][CH2:56][CH2:55]1. Product: [Cl:1][C:2]1[CH:3]=[CH:4][C:5]([C:8]2[CH:9]=[N:10][CH:11]=[C:12]3[C:17]=2[N:16]=[C:15]([C:18]([N:54]2[CH2:59][CH2:58][O:57][CH2:56][CH2:55]2)=[O:20])[CH:14]=[CH:13]3)=[CH:6][CH:7]=1. The catalyst class is: 9. (4) Reactant: [O:1]=[C:2]1[C:11]2[C:6](=[C:7]([C:12]([OH:14])=O)[CH:8]=[CH:9][CH:10]=2)[O:5][C:4]([C:15]2[C:16]([C:21]([F:24])([F:23])[F:22])=[N:17][CH:18]=[CH:19][CH:20]=2)=[CH:3]1.[CH3:25][C:26]1[S:30][C:29]([NH2:31])=[N:28][CH:27]=1.CN(C(ON1N=NC2C=CC=NC1=2)=[N+](C)C)C.F[P-](F)(F)(F)(F)F.CCN(C(C)C)C(C)C. Product: [CH3:25][C:26]1[S:30][C:29]([NH:31][C:12]([C:7]2[CH:8]=[CH:9][CH:10]=[C:11]3[C:6]=2[O:5][C:4]([C:15]2[C:16]([C:21]([F:24])([F:22])[F:23])=[N:17][CH:18]=[CH:19][CH:20]=2)=[CH:3][C:2]3=[O:1])=[O:14])=[N:28][CH:27]=1. The catalyst class is: 18. (5) Reactant: [OH-].[Na+:2].C([O:6][C:7]1[CH:41]=[CH:40][C:39]([C:42]2[CH:43]=[N:44][CH:45]=[CH:46][CH:47]=2)=[CH:38][C:8]=1[C:9]([NH:11][C:12]1[CH:21]=[C:20]([C:22]2[CH:27]=[CH:26][CH:25]=[CH:24][C:23]=2[N:28](C(OC(C)(C)C)=O)[CH2:29][CH3:30])[CH:19]=[CH:18][C:13]=1[C:14]([O:16]C)=[O:15])=[O:10])(=O)C. Product: [CH2:29]([NH:28][C:23]1[CH:24]=[CH:25][CH:26]=[CH:27][C:22]=1[C:20]1[CH:19]=[CH:18][C:13]([C:14]([O-:16])=[O:15])=[C:12]([NH:11][C:9](=[O:10])[C:8]2[CH:38]=[C:39]([C:42]3[CH:43]=[N:44][CH:45]=[CH:46][CH:47]=3)[CH:40]=[CH:41][C:7]=2[OH:6])[CH:21]=1)[CH3:30].[Na+:2]. The catalyst class is: 8.